From a dataset of Full USPTO retrosynthesis dataset with 1.9M reactions from patents (1976-2016). Predict the reactants needed to synthesize the given product. (1) Given the product [NH2:17][C:16]1[N:15]=[CH:14][N:13]=[C:12]2[N:8]([C:6]3[CH:5]=[CH:4][N:3]=[C:2]([Cl:1])[CH:7]=3)[N:9]=[C:10]([C:25]3[CH:24]=[CH:23][C:22]([NH:36][C:37]([C:39]4[N:40]([CH3:48])[C:41]5[C:46]([CH:47]=4)=[CH:45][CH:44]=[CH:43][CH:42]=5)=[O:38])=[C:21]([O:20][CH3:19])[CH:26]=3)[C:11]=12, predict the reactants needed to synthesize it. The reactants are: [Cl:1][C:2]1[CH:7]=[C:6]([N:8]2[C:12]3=[N:13][CH:14]=[N:15][C:16]([NH2:17])=[C:11]3[C:10](I)=[N:9]2)[CH:5]=[CH:4][N:3]=1.[CH3:19][O:20][C:21]1[CH:26]=[C:25](B2OC(C)(C)C(C)(C)O2)[CH:24]=[CH:23][C:22]=1[NH:36][C:37]([C:39]1[N:40]([CH3:48])[C:41]2[C:46]([CH:47]=1)=[CH:45][CH:44]=[CH:43][CH:42]=2)=[O:38].C(=O)([O-])[O-].[Na+].[Na+]. (2) Given the product [CH3:1][C:2]1[CH:3]=[C:4]([C:8]2[CH:9]=[N:10][C:11]([N:17]3[CH:21]=[CH:20][C:19]([CH3:22])=[N:18]3)=[C:12]([C:14]([NH:35][CH2:34][C:30]3[CH:29]=[C:28]4[C:33](=[CH:32][CH:31]=3)[N:24]([CH3:23])[CH2:25][CH2:26][CH2:27]4)=[O:16])[CH:13]=2)[CH:5]=[N:6][CH:7]=1, predict the reactants needed to synthesize it. The reactants are: [CH3:1][C:2]1[CH:3]=[C:4]([C:8]2[CH:9]=[N:10][C:11]([N:17]3[CH:21]=[CH:20][C:19]([CH3:22])=[N:18]3)=[C:12]([C:14]([OH:16])=O)[CH:13]=2)[CH:5]=[N:6][CH:7]=1.[CH3:23][N:24]1[C:33]2[C:28](=[CH:29][C:30]([CH2:34][NH2:35])=[CH:31][CH:32]=2)[CH2:27][CH2:26][CH2:25]1.CCCP(O)(O)=O.CCN(C(C)C)C(C)C. (3) Given the product [Br:14][C:15]1[CH:16]=[CH:17][C:18]([CH2:21][CH2:22][CH2:23][CH2:24][O:25][Si:5]([C:1]([CH3:4])([CH3:3])[CH3:2])([CH3:8])[CH3:7])=[CH:19][CH:20]=1, predict the reactants needed to synthesize it. The reactants are: [C:1]([Si:5]([CH3:8])([CH3:7])Cl)([CH3:4])([CH3:3])[CH3:2].N1C=CN=C1.[Br:14][C:15]1[CH:20]=[CH:19][C:18]([CH2:21][CH2:22][CH2:23][CH2:24][OH:25])=[CH:17][CH:16]=1.O. (4) Given the product [O:1]1[C:5]2[CH:6]=[CH:7][C:8]([CH:10]([CH:11]([C:17]([O:19][CH2:20][CH3:21])=[O:18])[C:12]([O:14][CH2:15][CH3:16])=[O:13])[CH2:22][C:23]3[CH:28]=[CH:27][CH:26]=[CH:25][CH:24]=3)=[CH:9][C:4]=2[O:3][CH2:2]1, predict the reactants needed to synthesize it. The reactants are: [O:1]1[C:5]2[CH:6]=[CH:7][C:8]([CH:10]=[C:11]([C:17]([O:19][CH2:20][CH3:21])=[O:18])[C:12]([O:14][CH2:15][CH3:16])=[O:13])=[CH:9][C:4]=2[O:3][CH2:2]1.[CH2:22]([Mg]Cl)[C:23]1[CH:28]=[CH:27][CH:26]=[CH:25][CH:24]=1.[NH4+].[Cl-]. (5) Given the product [Si:1]([O:8][CH2:9][CH2:10][N:11]([C@@H:12]1[C@@H:16]([C:17]2[CH:18]=[CH:19][CH:20]=[CH:21][CH:22]=2)[CH2:15][N:14]([S:23]([C:26]2[N:27]=[CH:28][N:29]([CH3:31])[CH:30]=2)(=[O:24])=[O:25])[CH2:13]1)[C:37](=[O:38])[O:36][C:32]([CH3:35])([CH3:34])[CH3:33])([C:4]([CH3:5])([CH3:6])[CH3:7])([CH3:3])[CH3:2], predict the reactants needed to synthesize it. The reactants are: [Si:1]([O:8][CH2:9][CH2:10][NH:11][C@@H:12]1[C@@H:16]([C:17]2[CH:22]=[CH:21][CH:20]=[CH:19][CH:18]=2)[CH2:15][N:14]([S:23]([C:26]2[N:27]=[CH:28][N:29]([CH3:31])[CH:30]=2)(=[O:25])=[O:24])[CH2:13]1)([C:4]([CH3:7])([CH3:6])[CH3:5])([CH3:3])[CH3:2].[C:32]([O:36][C:37](O[C:37]([O:36][C:32]([CH3:35])([CH3:34])[CH3:33])=[O:38])=[O:38])([CH3:35])([CH3:34])[CH3:33]. (6) Given the product [CH3:30][C:26]1[N:25]=[C:24]([C:11]2[NH:10][C:9]([CH2:8][C:7]3[CH:6]=[CH:5][C:4]([NH2:1])=[CH:32][CH:31]=3)=[N:13][C:12]=2[C:14]2[CH:15]=[C:16]3[C:21](=[CH:22][CH:23]=2)[N:20]=[CH:19][CH:18]=[CH:17]3)[CH:29]=[CH:28][CH:27]=1, predict the reactants needed to synthesize it. The reactants are: [N+:1]([C:4]1[CH:32]=[CH:31][C:7]([CH2:8][C:9]2[NH:10][C:11]([C:24]3[CH:29]=[CH:28][CH:27]=[C:26]([CH3:30])[N:25]=3)=[C:12]([C:14]3[CH:15]=[C:16]4[C:21](=[CH:22][CH:23]=3)[N:20]=[CH:19][CH:18]=[CH:17]4)[N:13]=2)=[CH:6][CH:5]=1)([O-])=O.Cl[Sn]Cl. (7) Given the product [C:12]([O:11][C:9]([N:6]1[CH2:7][CH2:8][C:3]([C:16]2[CH:17]=[N:18][CH:19]=[CH:20][CH:21]=2)([C:1]([OH:25])=[O:22])[CH2:4][CH2:5]1)=[O:10])([CH3:15])([CH3:14])[CH3:13], predict the reactants needed to synthesize it. The reactants are: [C:1]([C:3]1([C:16]2[CH:17]=[N:18][CH:19]=[CH:20][CH:21]=2)[CH2:8][CH2:7][N:6]([C:9]([O:11][C:12]([CH3:15])([CH3:14])[CH3:13])=[O:10])[CH2:5][CH2:4]1)#N.[OH-:22].[Na+].C[OH:25].